Predict the reaction yield, written as a fraction of the theoretical maximum amount of product (1.0 means a 100% yield; for example, 0.34 means a 34% yield). From a dataset of Reaction yield outcomes from USPTO patents with 853,638 reactions. (1) The reactants are [CH3:1][O:2][C:3](=[O:25])[C:4]1[CH:9]=[C:8]([C:10](=O)/[CH:11]=[CH:12]/N(C)C)[C:7]([C:17]([F:20])([F:19])[F:18])=[CH:6][C:5]=1[NH:21][C:22](=[O:24])[CH3:23].[CH3:26][O:27][CH2:28][CH2:29][NH:30][NH2:31]. The catalyst is C1(C)C=CC=CC=1. The product is [CH3:1][O:2][C:3](=[O:25])[C:4]1[CH:9]=[C:8]([C:10]2[N:30]([CH2:29][CH2:28][O:27][CH3:26])[N:31]=[CH:12][CH:11]=2)[C:7]([C:17]([F:18])([F:20])[F:19])=[CH:6][C:5]=1[NH:21][C:22](=[O:24])[CH3:23]. The yield is 0.550. (2) The reactants are [Cl:1][C:2]1[CH:7]=[CH:6][C:5]([NH2:8])=[CH:4][C:3]=1[C:9]1[O:10][C:11]2[CH:17]=[CH:16][C:15]([CH3:18])=[CH:14][C:12]=2[N:13]=1.[N:19]1[CH:24]=CC=C[CH:20]=1.CN.C[OH:28]. The catalyst is C(Cl)(Cl)Cl. The product is [Cl:1][C:2]1[CH:7]=[CH:6][C:5]([NH:8][C:20]([NH:19][CH3:24])=[O:28])=[CH:4][C:3]=1[C:9]1[O:10][C:11]2[CH:17]=[CH:16][C:15]([CH3:18])=[CH:14][C:12]=2[N:13]=1. The yield is 0.130. (3) The reactants are [CH3:1][O:2][C:3](=[O:14])[C:4](=[CH:9][CH:10]=[CH:11]OC)[C:5]([O:7][CH3:8])=[O:6].[NH2:15][C:16]1[CH:21]=[CH:20][CH:19]=[CH:18][CH:17]=1. The catalyst is C1COCC1. The product is [C:16]1([NH:15]/[CH:11]=[CH:10]/[CH:9]=[C:4]([C:3]([O:2][CH3:1])=[O:14])[C:5]([O:7][CH3:8])=[O:6])[CH:21]=[CH:20][CH:19]=[CH:18][CH:17]=1. The yield is 0.570. (4) The reactants are [NH2:1][C:2]1[CH:7]=[CH:6][CH:5]=[CH:4][CH:3]=1.[N+:8]([CH:11]([CH3:13])[CH3:12])([O-:10])=[O:9].[CH2:14]=O. The catalyst is CO. The product is [NH:1]([CH2:12][C:11]([CH3:14])([N+:8]([O-:10])=[O:9])[CH3:13])[C:2]1[CH:7]=[CH:6][CH:5]=[CH:4][CH:3]=1. The yield is 0.670. (5) The reactants are [CH3:1][O:2][C:3]1[CH:4]=[C:5]2[C:10](=[CH:11][C:12]=1[O:13][CH3:14])[N:9]=[CH:8][N:7]=[C:6]2[O:15][C:16]1[CH:22]=[CH:21][C:19]([NH2:20])=[C:18]([CH3:23])[CH:17]=1.ClC(Cl)(O[C:28](=[O:34])OC(Cl)(Cl)Cl)Cl.[CH2:36]([NH2:39])[CH2:37][CH3:38].CO. The catalyst is C(Cl)(Cl)Cl.C(N(CC)CC)C. The product is [CH3:1][O:2][C:3]1[CH:4]=[C:5]2[C:10](=[CH:11][C:12]=1[O:13][CH3:14])[N:9]=[CH:8][N:7]=[C:6]2[O:15][C:16]1[CH:22]=[CH:21][C:19]([NH:20][C:28]([NH:39][CH2:36][CH2:37][CH3:38])=[O:34])=[C:18]([CH3:23])[CH:17]=1. The yield is 0.470. (6) The catalyst is CC(N(C)C)=O.C1C=CC(P(C2C=CC=CC=2)[C-]2C=CC=C2)=CC=1.C1C=CC(P(C2C=CC=CC=2)[C-]2C=CC=C2)=CC=1.Cl[Pd]Cl.[Fe+2]. The reactants are Br[C:2]1[CH:3]=[C:4]2[CH:10]=[CH:9][NH:8][C:5]2=[N:6][CH:7]=1.[CH3:11][N:12]1[CH:16]=[C:15](B2OC(C)(C)C(C)(C)O2)[CH:14]=[N:13]1. The product is [CH3:11][N:12]1[CH:16]=[C:15]([C:2]2[CH:3]=[C:4]3[CH:10]=[CH:9][NH:8][C:5]3=[N:6][CH:7]=2)[CH:14]=[N:13]1. The yield is 0.780. (7) The reactants are S([O-])([O-])=O.[Na+:5].[Na+].[Cl:7][CH2:8][CH2:9][C:10]1[CH:15]=[CH:14][C:13]([C:16]2[CH:21]=[CH:20][C:19]([S:22](Cl)(=[O:24])=[O:23])=[CH:18][CH:17]=2)=[CH:12][CH:11]=1. The catalyst is [Cl-].C([N+](CC)(CC)CC)C1C=CC=CC=1.O. The product is [Cl:7][CH2:8][CH2:9][C:10]1[CH:15]=[CH:14][C:13]([C:16]2[CH:21]=[CH:20][C:19]([S:22]([O-:24])=[O:23])=[CH:18][CH:17]=2)=[CH:12][CH:11]=1.[Na+:5]. The yield is 0.846.